This data is from Catalyst prediction with 721,799 reactions and 888 catalyst types from USPTO. The task is: Predict which catalyst facilitates the given reaction. (1) Reactant: [Cl:1][C:2]1[CH:3]=[C:4]([N:10]2[C:14]([CH3:15])=[C:13]([CH2:16][C:17]3[CH:25]=[CH:24][CH:23]=[CH:22][C:18]=3[C:19](O)=[O:20])[C:12]([CH3:26])=[N:11]2)[CH:5]=[CH:6][C:7]=1[C:8]#[N:9].[CH:27]1([NH2:30])[CH2:29][CH2:28]1.[Cl-].COC1N=C(OC)N=C([N+]2(C)CCOCC2)N=1.C(=O)([O-])O.[Na+]. Product: [Cl:1][C:2]1[CH:3]=[C:4]([N:10]2[C:14]([CH3:15])=[C:13]([CH2:16][C:17]3[CH:25]=[CH:24][CH:23]=[CH:22][C:18]=3[C:19]([NH:30][CH:27]3[CH2:29][CH2:28]3)=[O:20])[C:12]([CH3:26])=[N:11]2)[CH:5]=[CH:6][C:7]=1[C:8]#[N:9]. The catalyst class is: 39. (2) Reactant: [O-]Cl.[Na+].[CH3:4][O:5][C:6]1[CH:7]=[C:8]([CH:12]=[CH:13][C:14]=1[O:15][CH2:16][CH2:17][N:18]1[CH2:22][CH2:21][NH:20][C:19]1=[O:23])[CH:9]=[N:10][OH:11]. Product: [CH3:4][O:5][C:6]1[CH:7]=[C:8]([CH:12]=[CH:13][C:14]=1[O:15][CH2:16][CH2:17][N:18]1[CH2:22][CH2:21][NH:20][C:19]1=[O:23])[C:9]#[N+:10][O-:11]. The catalyst class is: 232. (3) Reactant: [CH:1]([C:3]1[CH:4]=[C:5]([C:14]([O:16][CH2:17][CH3:18])=[O:15])[C:6](=[O:13])[N:7]2[C:12]=1[CH:11]=[CH:10][CH:9]=[CH:8]2)=O.[CH3:19][C:20]1[CH:25]=[CH:24][N:23]=[C:22]([C:26]2([C:32]#[N:33])[CH2:31][CH2:30][NH:29][CH2:28][CH2:27]2)[CH:21]=1.C(O[BH-](OC(=O)C)OC(=O)C)(=O)C.[Na+]. Product: [C:32]([C:26]1([C:22]2[CH:21]=[C:20]([CH3:19])[CH:25]=[CH:24][N:23]=2)[CH2:31][CH2:30][N:29]([CH2:1][C:3]2[CH:4]=[C:5]([C:14]([O:16][CH2:17][CH3:18])=[O:15])[C:6](=[O:13])[N:7]3[C:12]=2[CH:11]=[CH:10][CH:9]=[CH:8]3)[CH2:28][CH2:27]1)#[N:33]. The catalyst class is: 1. (4) Reactant: [C:1]([C:3]1[CH:37]=[CH:36][C:6]([CH:7]=[N:8][C:9]2[CH:32]=[CH:31][C:12]3[C:13]([CH2:16][CH2:17][CH:18]4[CH2:23][CH2:22][N:21]([C:24]([O:26][C:27]([CH3:30])([CH3:29])[CH3:28])=[O:25])[CH2:20][CH2:19]4)=[N:14][O:15][C:11]=3[C:10]=2/[CH:33]=[CH:34]/[CH3:35])=[CH:5][CH:4]=1)#[N:2].C(C1C=CC(C=NC2C=CC3C(CCC4CCN(C(OC(C)(C)C)=O)CC4)=NOC=3C=2/C=C\C)=CC=1)#N.[BH4-].[Na+].C(=O)(O)[O-].[Na+]. Product: [C:1]([C:3]1[CH:4]=[CH:5][C:6]([CH2:7][NH:8][C:9]2[CH:32]=[CH:31][C:12]3[C:13]([CH2:16][CH2:17][CH:18]4[CH2:19][CH2:20][N:21]([C:24]([O:26][C:27]([CH3:28])([CH3:29])[CH3:30])=[O:25])[CH2:22][CH2:23]4)=[N:14][O:15][C:11]=3[C:10]=2/[CH:33]=[CH:34]/[CH3:35])=[CH:36][CH:37]=1)#[N:2]. The catalyst class is: 5.